Dataset: Full USPTO retrosynthesis dataset with 1.9M reactions from patents (1976-2016). Task: Predict the reactants needed to synthesize the given product. (1) Given the product [Cl:19][CH2:18][CH2:17][CH2:16][CH2:15][N:10]1[CH:11]=[C:6]([C:2]2[S:1][CH:5]=[CH:4][CH:3]=2)[C:7](=[O:13])[NH:8][C:9]1=[O:12], predict the reactants needed to synthesize it. The reactants are: [S:1]1[CH:5]=[CH:4][CH:3]=[C:2]1[C:6]1[C:7](=[O:13])[NH:8][C:9](=[O:12])[NH:10][CH:11]=1.Br[CH2:15][CH2:16][CH2:17][CH2:18][Cl:19].C(=O)([O-])[O-].[K+].[K+].Cl. (2) Given the product [C:8]1([CH2:6][O:27][C:24](=[O:25])[NH:23][C@@H:19]2[CH2:20][CH2:21][CH2:22][N:17]([C:4]3[CH:5]=[C:6]([C:8]4[CH:15]=[CH:14][C:11]([C:12]#[N:13])=[C:10]([F:16])[CH:9]=4)[N:7]=[C:2]([NH2:1])[N:3]=3)[CH2:18]2)[CH:15]=[CH:14][CH:11]=[CH:10][CH:9]=1, predict the reactants needed to synthesize it. The reactants are: [NH2:1][C:2]1[N:7]=[C:6]([C:8]2[CH:15]=[CH:14][C:11]([C:12]#[N:13])=[C:10]([F:16])[CH:9]=2)[CH:5]=[C:4]([N:17]2[CH2:22][CH2:21][CH2:20][C@@H:19]([NH2:23])[CH2:18]2)[N:3]=1.[C:24]([O-:27])(O)=[O:25].[Na+]. (3) Given the product [CH:1]1([NH:4][C:5]2[CH:10]=[C:9]([F:11])[C:8]([F:12])=[CH:7][C:6]=2[NH:13][C:24]([C:20]2[CH:21]=[N:22][CH:23]=[C:18]([C:15]([OH:14])([CH3:16])[CH3:17])[CH:19]=2)=[O:25])[CH2:3][CH2:2]1, predict the reactants needed to synthesize it. The reactants are: [CH:1]1([NH:4][C:5]2[C:6]([NH2:13])=[CH:7][C:8]([F:12])=[C:9]([F:11])[CH:10]=2)[CH2:3][CH2:2]1.[OH:14][C:15]([C:18]1[CH:19]=[C:20]([C:24](O)=[O:25])[CH:21]=[N:22][CH:23]=1)([CH3:17])[CH3:16].CN(C(ON1N=NC2C=CC=NC1=2)=[N+](C)C)C.F[P-](F)(F)(F)(F)F.C1C=NC2N(O)N=NC=2C=1.C(N(C(C)C)CC)(C)C. (4) Given the product [C:1]([O:5][C:6]([NH:8][C@@H:9]1[CH2:10][CH2:11][C@H:12]([N:15]2[C:20](=[O:21])[C:19]3[CH:22]=[C:23]([F:26])[CH:24]=[N:25][C:18]=3[N:17]([C:27]3[CH:28]=[C:29]([CH:34]=[CH:35][CH:36]=3)[C:30]([OH:32])=[O:31])[C:16]2=[O:37])[CH2:13][CH2:14]1)=[O:7])([CH3:4])([CH3:2])[CH3:3], predict the reactants needed to synthesize it. The reactants are: [C:1]([O:5][C:6]([NH:8][C@@H:9]1[CH2:14][CH2:13][C@H:12]([N:15]2[C:20](=[O:21])[C:19]3[CH:22]=[C:23]([F:26])[CH:24]=[N:25][C:18]=3[N:17]([C:27]3[CH:28]=[C:29]([CH:34]=[CH:35][CH:36]=3)[C:30]([O:32]C)=[O:31])[C:16]2=[O:37])[CH2:11][CH2:10]1)=[O:7])([CH3:4])([CH3:3])[CH3:2].[OH-].[Li+]. (5) Given the product [CH2:1]([O:3][C:4](=[O:20])[C:5]1[CH:10]=[CH:9][CH:8]=[C:7]([O:11][C:12]2[CH:13]=[N:14][C:15]([OH:18])=[CH:16][CH:17]=2)[CH:6]=1)[CH3:2], predict the reactants needed to synthesize it. The reactants are: [CH2:1]([O:3][C:4](=[O:20])[C:5]1[CH:10]=[CH:9][CH:8]=[C:7]([O:11][C:12]2[CH:13]=[N:14][C:15]([O:18]C)=[CH:16][CH:17]=2)[CH:6]=1)[CH3:2].I[Si](C)(C)C.